This data is from Forward reaction prediction with 1.9M reactions from USPTO patents (1976-2016). The task is: Predict the product of the given reaction. (1) Given the reactants [C:1]([C:5]1[CH:10]=[CH:9][C:8]([S:11]([NH:14][C:15]2[CH:20]=[CH:19][C:18]([Cl:21])=[CH:17][C:16]=2[C:22]([C:24]2[CH:29]=[CH:28][N:27]=[C:26](Cl)[CH:25]=2)=[O:23])(=[O:13])=[O:12])=[CH:7][CH:6]=1)([CH3:4])([CH3:3])[CH3:2].[CH3:31][S-:32].[Na+], predict the reaction product. The product is: [C:1]([C:5]1[CH:10]=[CH:9][C:8]([S:11]([NH:14][C:15]2[CH:20]=[CH:19][C:18]([Cl:21])=[CH:17][C:16]=2[C:22]([C:24]2[CH:29]=[CH:28][N:27]=[C:26]([S:32][CH3:31])[CH:25]=2)=[O:23])(=[O:13])=[O:12])=[CH:7][CH:6]=1)([CH3:4])([CH3:3])[CH3:2]. (2) Given the reactants [F:1][C:2]1[C:25]([CH3:26])=[CH:24][CH:23]=[CH:22][C:3]=1[CH2:4][S:5][C:6]1[N:11]=[C:10]([NH:12][S:13]([CH3:16])(=[O:15])=[O:14])[CH:9]=[C:8]([NH:17][C@H:18]([CH3:21])[CH2:19][OH:20])[N:7]=1.N[C:28](C)(C)CO.FC(F)(F)C(O)=O, predict the reaction product. The product is: [F:1][C:2]1[C:25]([CH3:26])=[CH:24][CH:23]=[CH:22][C:3]=1[CH2:4][S:5][C:6]1[N:11]=[C:10]([NH:12][S:13]([CH3:16])(=[O:15])=[O:14])[CH:9]=[C:8]([NH:17][C:18]([CH3:28])([CH3:21])[CH2:19][OH:20])[N:7]=1. (3) Given the reactants C[O:2][C:3](=[O:30])[C@H:4]([CH2:22][C:23]1[CH:28]=[CH:27][C:26]([NH2:29])=[CH:25][CH:24]=1)[NH:5][C:6]([C:8]1([CH2:13][C:14]2[CH:19]=[CH:18][C:17]([O:20][CH3:21])=[CH:16][CH:15]=2)[CH2:12][CH2:11][CH2:10][CH2:9]1)=[O:7].[Cl:31][C:32]1[CH:40]=[CH:39][CH:38]=[C:37]([Cl:41])[C:33]=1[C:34](Cl)=[O:35].N1C(C)=CC=CC=1C, predict the reaction product. The product is: [Cl:31][C:32]1[CH:40]=[CH:39][CH:38]=[C:37]([Cl:41])[C:33]=1[C:34]([NH:29][C:26]1[CH:27]=[CH:28][C:23]([CH2:22][C@@H:4]([C:3]([OH:2])=[O:30])[NH:5][C:6]([C:8]2([CH2:13][C:14]3[CH:19]=[CH:18][C:17]([O:20][CH3:21])=[CH:16][CH:15]=3)[CH2:12][CH2:11][CH2:10][CH2:9]2)=[O:7])=[CH:24][CH:25]=1)=[O:35]. (4) Given the reactants [NH:1]1[C:5]2[CH2:6][CH2:7][CH2:8][C:4]=2[C:3]([C:9]([NH2:11])=O)=[N:2]1.[Cl-].[Na+].P(Cl)(Cl)(Cl)=O, predict the reaction product. The product is: [NH:1]1[C:5]2[CH2:6][CH2:7][CH2:8][C:4]=2[C:3]([C:9]#[N:11])=[N:2]1. (5) The product is: [ClH:1].[O:32]1[C:41]2[CH:40]=[C:39]([CH2:42][NH:3][C@H:4]3[CH2:9][CH2:8][N:7]([CH2:10][CH2:11][N:12]4[C:21]5[C:16](=[N:17][CH:18]=[C:19]([F:22])[CH:20]=5)[CH:15]=[CH:14][C:13]4=[O:23])[CH2:6][C@H:5]3[OH:24])[N:38]=[CH:37][C:36]=2[O:35][CH2:34][CH2:33]1. Given the reactants [ClH:1].Cl.[NH2:3][C@H:4]1[CH2:9][CH2:8][N:7]([CH2:10][CH2:11][N:12]2[C:21]3[C:16](=[N:17][CH:18]=[C:19]([F:22])[CH:20]=3)[CH:15]=[CH:14][C:13]2=[O:23])[CH2:6][C@H:5]1[OH:24].C(N(CC)CC)C.[O:32]1[C:41]2[CH:40]=[C:39]([CH:42]=O)[N:38]=[CH:37][C:36]=2[O:35][CH2:34][CH2:33]1.C(O[BH-](OC(=O)C)OC(=O)C)(=O)C.[Na+].C(=O)([O-])O.[Na+], predict the reaction product. (6) Given the reactants [I:1][C:2]1[CH:9]=[CH:8][C:5]([CH:6]=O)=[CH:4][CH:3]=1.[NH2:10][C:11]1[CH:16]=[CH:15][CH:14]=[CH:13][N:12]=1.C(O[BH-](OC(=O)C)OC(=O)C)(=O)C.[Na+].O, predict the reaction product. The product is: [I:1][C:2]1[CH:9]=[CH:8][C:5]([CH2:6][NH:10][C:11]2[CH:16]=[CH:15][CH:14]=[CH:13][N:12]=2)=[CH:4][CH:3]=1. (7) Given the reactants [CH3:1][O:2][C:3](=[O:21])[C@@H:4]([NH:13][C:14]([O:16][C:17]([CH3:20])([CH3:19])[CH3:18])=[O:15])[CH2:5][C:6]1[CH:11]=[CH:10][C:9]([OH:12])=[CH:8][CH:7]=1.[CH3:22][C:23]1[C:28]([CH3:29])=[C:27](B(O)O)[CH:26]=[CH:25][N:24]=1.O.CCOC(C)=O, predict the reaction product. The product is: [CH3:1][O:2][C:3](=[O:21])[C@@H:4]([NH:13][C:14]([O:16][C:17]([CH3:18])([CH3:20])[CH3:19])=[O:15])[CH2:5][C:6]1[CH:11]=[CH:10][C:9]([O:12][C:27]2[CH:26]=[CH:25][N:24]=[C:23]([CH3:22])[C:28]=2[CH3:29])=[CH:8][CH:7]=1. (8) Given the reactants [NH2:1][NH2:2].[Cl:3][C:4]1[CH:5]=[C:6]([CH:10]2[C:16]3[CH:17]=[C:18]([CH:21]([C:28]4[CH:33]=[CH:32][C:31]([Cl:34])=[CH:30][CH:29]=4)[C:22]4[N:26]([CH3:27])[CH:25]=[N:24][CH:23]=4)[CH:19]=[CH:20][C:15]=3[NH:14][C:13](=S)[CH2:12][S:11]2)[CH:7]=[CH:8][CH:9]=1.[Na+].[Cl-], predict the reaction product. The product is: [Cl:3][C:4]1[CH:5]=[C:6]([CH:10]2[C:16]3[CH:17]=[C:18]([CH:21]([C:28]4[CH:33]=[CH:32][C:31]([Cl:34])=[CH:30][CH:29]=4)[C:22]4[N:26]([CH3:27])[CH:25]=[N:24][CH:23]=4)[CH:19]=[CH:20][C:15]=3[N:14]=[C:13]([NH:1][NH2:2])[CH2:12][S:11]2)[CH:7]=[CH:8][CH:9]=1. (9) Given the reactants [NH:1]1[CH2:6][CH2:5][O:4][C:3]2[CH:7]=[CH:8][C:9]3[C:14]([C:2]1=2)=[CH:13][CH:12]=[CH:11][CH:10]=3.[Br:15][C:16]1[CH:17]=[C:18]([CH:22]=[C:23]([Br:26])[C:24]=1[OH:25])[C:19](Cl)=[O:20], predict the reaction product. The product is: [Br:15][C:16]1[CH:17]=[C:18]([C:19]([N:1]2[CH2:6][CH2:5][O:4][C:3]3[CH:7]=[CH:8][C:9]4[C:14]([C:2]2=3)=[CH:13][CH:12]=[CH:11][CH:10]=4)=[O:20])[CH:22]=[C:23]([Br:26])[C:24]=1[OH:25].